This data is from Catalyst prediction with 721,799 reactions and 888 catalyst types from USPTO. The task is: Predict which catalyst facilitates the given reaction. (1) Reactant: [F:1][C:2]([F:13])([F:12])[C:3]1[CH:4]=[C:5]([CH:9]=[CH:10][CH:11]=1)[C:6]([OH:8])=O.CN1CCOCC1.ClC(OCC(C)C)=O.[NH2:29][CH2:30][C:31]([NH:33][C@H:34]1[CH2:39][CH2:38][C@@H:37]([N:40]([CH:48]([CH3:50])[CH3:49])[C:41](=[O:47])[O:42][C:43]([CH3:46])([CH3:45])[CH3:44])[CH2:36][C@H:35]1[CH2:51][OH:52])=[O:32]. Product: [OH:52][CH2:51][C@H:35]1[C@@H:34]([NH:33][C:31](=[O:32])[CH2:30][NH:29][C:6](=[O:8])[C:5]2[CH:9]=[CH:10][CH:11]=[C:3]([C:2]([F:1])([F:13])[F:12])[CH:4]=2)[CH2:39][CH2:38][C@@H:37]([N:40]([CH:48]([CH3:50])[CH3:49])[C:41](=[O:47])[O:42][C:43]([CH3:44])([CH3:45])[CH3:46])[CH2:36]1. The catalyst class is: 20. (2) The catalyst class is: 11. Product: [Cl:18][C:5]1[N:6]=[CH:7][C:2]([C:20]([O:15][CH3:14])=[O:21])=[N:3][CH:4]=1. Reactant: O[C:2]1[CH:7]=[N:6][C:5](C(O)=O)=[CH:4][N:3]=1.CN([CH:14]=[O:15])C.S(Cl)([Cl:18])=O.[CH3:20][OH:21]. (3) Reactant: [CH2:1]([N:8]1[CH2:18][CH2:17][C:11]2[N:12]=[CH:13][NH:14][C:15](=O)[C:10]=2[CH2:9]1)[C:2]1[CH:7]=[CH:6][CH:5]=[CH:4][CH:3]=1.P(Cl)(Cl)([Cl:21])=O.C(#N)C.C(=O)(O)[O-].[Na+]. Product: [CH2:1]([N:8]1[CH2:18][CH2:17][C:11]2[N:12]=[CH:13][N:14]=[C:15]([Cl:21])[C:10]=2[CH2:9]1)[C:2]1[CH:7]=[CH:6][CH:5]=[CH:4][CH:3]=1. The catalyst class is: 139. (4) Reactant: [Cl:1][C:2]1[C:3]([F:11])=[C:4]([CH:8]=[CH:9][N:10]=1)[C:5](Cl)=[O:6].[NH2:12][C:13]1[C:14]([Cl:36])=[C:15]([N:20]([CH2:27][C:28]2[CH:33]=[CH:32][C:31]([O:34][CH3:35])=[CH:30][CH:29]=2)[S:21]([CH2:24][CH2:25][CH3:26])(=[O:23])=[O:22])[CH:16]=[CH:17][C:18]=1[F:19]. Product: [Cl:1][C:2]1[C:3]([F:11])=[C:4]([CH:8]=[CH:9][N:10]=1)[C:5]([NH:12][C:13]1[C:18]([F:19])=[CH:17][CH:16]=[C:15]([N:20]([CH2:27][C:28]2[CH:29]=[CH:30][C:31]([O:34][CH3:35])=[CH:32][CH:33]=2)[S:21]([CH2:24][CH2:25][CH3:26])(=[O:23])=[O:22])[C:14]=1[Cl:36])=[O:6]. The catalyst class is: 22.